This data is from NCI-60 drug combinations with 297,098 pairs across 59 cell lines. The task is: Regression. Given two drug SMILES strings and cell line genomic features, predict the synergy score measuring deviation from expected non-interaction effect. Drug 1: C1=NC2=C(N1)C(=S)N=CN2. Drug 2: N.N.Cl[Pt+2]Cl. Cell line: HOP-92. Synergy scores: CSS=59.8, Synergy_ZIP=-9.03, Synergy_Bliss=-11.2, Synergy_Loewe=-7.90, Synergy_HSA=-5.65.